From a dataset of Catalyst prediction with 721,799 reactions and 888 catalyst types from USPTO. Predict which catalyst facilitates the given reaction. (1) Reactant: [Br:1][C:2]1[CH:3]=[CH:4][C:5]2[N:9]=[C:8]([Cl:10])[N:7]([C:11]3[N:16]=[C:15](Cl)[N:14]=[C:13]([CH3:18])[N:12]=3)[C:6]=2[CH:19]=1.[Br:20][C:21]1[CH:38]=[CH:37][C:24]2[N:25]([C:29]3[N:34]=[C:33](Cl)[N:32]=[C:31]([CH3:36])[N:30]=3)[C:26]([Cl:28])=[N:27][C:23]=2[CH:22]=1.CN.C1COCC1. Product: [Br:1][C:2]1[CH:3]=[CH:4][C:5]2[N:9]=[C:8]([Cl:10])[N:7]([C:11]3[N:12]=[C:13]([CH3:18])[N:14]=[C:15]([NH:25][CH3:24])[N:16]=3)[C:6]=2[CH:19]=1.[Br:20][C:21]1[CH:38]=[CH:37][C:24]2[N:25]([C:29]3[N:30]=[C:31]([CH3:36])[N:32]=[C:33]([NH:7][CH3:6])[N:34]=3)[C:26]([Cl:28])=[N:27][C:23]=2[CH:22]=1. The catalyst class is: 12. (2) Reactant: [CH2:1]([C:3]1[CH:8]=[CH:7][C:6]([CH:9]([C:11]2[CH:12]=[C:13](Cl)[N:14]=[N:15][C:16]=2[O:17][CH3:18])[OH:10])=[CH:5][CH:4]=1)[CH3:2].C(C1C=CC(C(C2[CH:35]=[C:34]([O:36]C)N=NC=2Cl)O)=CC=1)C. Product: [CH2:1]([C:3]1[CH:8]=[CH:7][C:6]([CH2:9][C:11]2[CH:12]=[CH:13][N:14]=[N:15][C:16]=2[O:17][CH3:18])=[CH:5][CH:4]=1)[CH3:2].[C:34]([OH:36])(=[O:10])[CH3:35].[CH2:1]([C:3]1[CH:8]=[CH:7][C:6]([CH2:9][C:11]2[CH:12]=[CH:13][N:14]=[N:15][C:16]=2[O:17][CH3:18])=[CH:5][CH:4]=1)[CH3:2]. The catalyst class is: 331. (3) Reactant: [Cl:1][C:2]1[CH:3]=[C:4]([NH:17][C:18]2[N:23]=[CH:22][C:21]([N:24]3[CH2:29][CH2:28][N:27](C(OC(C)(C)C)=O)[CH2:26][C@@H:25]3[CH3:37])=[CH:20][CH:19]=2)[C:5](=[O:16])[N:6](COCC[Si](C)(C)C)[N:7]=1.Cl. Product: [Cl:1][C:2]1[CH:3]=[C:4]([NH:17][C:18]2[CH:19]=[CH:20][C:21]([N:24]3[CH2:29][CH2:28][NH:27][CH2:26][C@@H:25]3[CH3:37])=[CH:22][N:23]=2)[C:5](=[O:16])[NH:6][N:7]=1. The catalyst class is: 5. (4) Reactant: [C:1]1([S:7]([CH2:10][C:11]2[CH:16]=[C:15](F)[CH:14]=[CH:13][C:12]=2[N+:18]([O-:20])=[O:19])(=[O:9])=[O:8])[CH:6]=[CH:5][CH:4]=[CH:3][CH:2]=1.[CH2:21]([OH:24])[CH2:22][OH:23].CC(C)([O-])C.[K+]. Product: [C:1]1([S:7]([CH2:10][C:11]2[CH:16]=[C:15]([CH:14]=[CH:13][C:12]=2[N+:18]([O-:20])=[O:19])[O:23][CH2:22][CH2:21][OH:24])(=[O:9])=[O:8])[CH:6]=[CH:5][CH:4]=[CH:3][CH:2]=1. The catalyst class is: 1. (5) Reactant: [Br:1][C:2]1[CH:20]=[CH:19][C:5]([O:6][C:7]2[CH:14]=[CH:13][C:10]([C:11]#[N:12])=[CH:9][C:8]=2[O:15]COC)=[CH:4][C:3]=1[CH:21]1OCC[O:22]1.Cl.O. Product: [Br:1][C:2]1[CH:20]=[CH:19][C:5]([O:6][C:7]2[CH:14]=[CH:13][C:10]([C:11]#[N:12])=[CH:9][C:8]=2[OH:15])=[CH:4][C:3]=1[CH:21]=[O:22]. The catalyst class is: 7. (6) Reactant: [CH3:1][C:2]1[O:3][CH:4]=[C:5]([C:7]2[CH:16]=[CH:15][C:14]3[CH2:13][CH2:12][CH2:11][CH2:10][C:9]=3[CH:8]=2)[N:6]=1.[Br:17]Br.C(=O)([O-])O.[Na+]. Product: [Br:17][C:4]1[O:3][C:2]([CH3:1])=[N:6][C:5]=1[C:7]1[CH:16]=[CH:15][C:14]2[CH2:13][CH2:12][CH2:11][CH2:10][C:9]=2[CH:8]=1. The catalyst class is: 4. (7) Reactant: [O:1]=[C:2]1[C:10]2([C:22]3[C:13](=[CH:14][C:15]4[O:20][CH2:19][CH2:18][O:17][C:16]=4[CH:21]=3)[O:12][CH2:11]2)[C:9]2[C:4](=[CH:5][CH:6]=[CH:7][CH:8]=2)[N:3]1[CH2:23][C:24]1[C:29]([C:30](O)=[O:31])=[CH:28][CH:27]=[CH:26][N:25]=1.Cl.CN.Cl.[CH2:37]([N:39]=C=NCCCN(C)C)C.ON1C2C=CC=CC=2N=N1.CN1CCOCC1. Product: [CH3:37][NH:39][C:30]([C:29]1[C:24]([CH2:23][N:3]2[C:4]3[C:9](=[CH:8][CH:7]=[CH:6][CH:5]=3)[C:10]3([C:22]4[C:13](=[CH:14][C:15]5[O:20][CH2:19][CH2:18][O:17][C:16]=5[CH:21]=4)[O:12][CH2:11]3)[C:2]2=[O:1])=[N:25][CH:26]=[CH:27][CH:28]=1)=[O:31]. The catalyst class is: 145. (8) Reactant: [OH:1][C:2]1[CH:3]=[C:4]2[C:9](=[CH:10][CH:11]=1)[CH:8]=[C:7]([C@H:12]([CH3:16])[C:13]([OH:15])=[O:14])[CH:6]=[CH:5]2.FC(F)(F)C(OC(=O)C(F)(F)F)=O.[C:30](O)([CH3:33])([CH3:32])[CH3:31].[NH4+].[OH-]. Product: [OH:1][C:2]1[CH:3]=[C:4]2[C:9](=[CH:10][CH:11]=1)[CH:8]=[C:7]([C@H:12]([CH3:16])[C:13]([O:15][C:30]([CH3:33])([CH3:32])[CH3:31])=[O:14])[CH:6]=[CH:5]2. The catalyst class is: 1.